From a dataset of Forward reaction prediction with 1.9M reactions from USPTO patents (1976-2016). Predict the product of the given reaction. (1) Given the reactants [CH3:1][O:2][C:3]1[CH:4]=[CH:5][C:6]2[CH2:12][C:11](=[O:13])[CH2:10][CH2:9][CH2:8][C:7]=2[CH:14]=1.[CH2:15](N1CCN(C(O[Si](C)(C)C)C(F)(F)F)CC1)[C:16]1C=CC=CC=1.B(F)(F)F.CCOCC, predict the reaction product. The product is: [CH:15](=[C:12]1/[C:11](=[O:13])[CH2:10][CH2:9][CH2:8][C:7]2[CH:14]=[C:3]([O:2][CH3:1])[CH:4]=[CH:5][C:6]/1=2)\[CH3:16]. (2) Given the reactants [NH2:1][C:2]1[C:10]2[C:5](=[N:6][C:7](OS(C(F)(F)F)(=O)=O)=[CH:8][C:9]=2[S:11]([CH3:13])=[O:12])[S:4][C:3]=1[C:22](=[O:24])[NH2:23].[O:25]1[C:29]2([CH2:34][CH2:33][NH:32][CH2:31][CH2:30]2)[O:28][CH2:27][CH2:26]1, predict the reaction product. The product is: [NH2:1][C:2]1[C:10]2[C:5](=[N:6][C:7]([N:32]3[CH2:33][CH2:34][C:29]4([O:28][CH2:27][CH2:26][O:25]4)[CH2:30][CH2:31]3)=[CH:8][C:9]=2[S:11]([CH3:13])=[O:12])[S:4][C:3]=1[C:22]([NH2:23])=[O:24].